Dataset: NCI-60 drug combinations with 297,098 pairs across 59 cell lines. Task: Regression. Given two drug SMILES strings and cell line genomic features, predict the synergy score measuring deviation from expected non-interaction effect. (1) Drug 1: C1CCN(CC1)CCOC2=CC=C(C=C2)C(=O)C3=C(SC4=C3C=CC(=C4)O)C5=CC=C(C=C5)O. Drug 2: COC1=NC(=NC2=C1N=CN2C3C(C(C(O3)CO)O)O)N. Cell line: SW-620. Synergy scores: CSS=-2.70, Synergy_ZIP=1.78, Synergy_Bliss=1.56, Synergy_Loewe=-4.01, Synergy_HSA=-4.33. (2) Drug 1: COC1=C(C=C2C(=C1)N=CN=C2NC3=CC(=C(C=C3)F)Cl)OCCCN4CCOCC4. Drug 2: CC1=C(C=C(C=C1)C(=O)NC2=CC(=CC(=C2)C(F)(F)F)N3C=C(N=C3)C)NC4=NC=CC(=N4)C5=CN=CC=C5. Cell line: UACC62. Synergy scores: CSS=21.8, Synergy_ZIP=-2.92, Synergy_Bliss=2.63, Synergy_Loewe=3.79, Synergy_HSA=3.92. (3) Drug 1: C1CCC(CC1)NC(=O)N(CCCl)N=O. Drug 2: C1CCC(C(C1)N)N.C(=O)(C(=O)[O-])[O-].[Pt+4]. Cell line: MDA-MB-231. Synergy scores: CSS=18.7, Synergy_ZIP=-3.41, Synergy_Bliss=-3.25, Synergy_Loewe=-6.44, Synergy_HSA=-1.29. (4) Drug 1: CC12CCC3C(C1CCC2=O)CC(=C)C4=CC(=O)C=CC34C. Drug 2: CC1=C2C(C(=O)C3(C(CC4C(C3C(C(C2(C)C)(CC1OC(=O)C(C(C5=CC=CC=C5)NC(=O)C6=CC=CC=C6)O)O)OC(=O)C7=CC=CC=C7)(CO4)OC(=O)C)O)C)OC(=O)C. Cell line: HCC-2998. Synergy scores: CSS=51.6, Synergy_ZIP=-6.55, Synergy_Bliss=-10.5, Synergy_Loewe=-12.5, Synergy_HSA=-7.83. (5) Drug 1: CC=C1C(=O)NC(C(=O)OC2CC(=O)NC(C(=O)NC(CSSCCC=C2)C(=O)N1)C(C)C)C(C)C. Drug 2: CC(C)(C#N)C1=CC(=CC(=C1)CN2C=NC=N2)C(C)(C)C#N. Cell line: LOX IMVI. Synergy scores: CSS=20.4, Synergy_ZIP=1.95, Synergy_Bliss=1.35, Synergy_Loewe=-27.1, Synergy_HSA=0.389. (6) Drug 1: CC12CCC3C(C1CCC2=O)CC(=C)C4=CC(=O)C=CC34C. Drug 2: CCC1(C2=C(COC1=O)C(=O)N3CC4=CC5=C(C=CC(=C5CN(C)C)O)N=C4C3=C2)O.Cl. Cell line: SF-268. Synergy scores: CSS=58.3, Synergy_ZIP=1.08, Synergy_Bliss=0.879, Synergy_Loewe=-11.0, Synergy_HSA=2.55. (7) Drug 1: C1CCN(CC1)CCOC2=CC=C(C=C2)C(=O)C3=C(SC4=C3C=CC(=C4)O)C5=CC=C(C=C5)O. Drug 2: CCCS(=O)(=O)NC1=C(C(=C(C=C1)F)C(=O)C2=CNC3=C2C=C(C=N3)C4=CC=C(C=C4)Cl)F. Cell line: HCC-2998. Synergy scores: CSS=16.9, Synergy_ZIP=5.18, Synergy_Bliss=-2.61, Synergy_Loewe=-11.7, Synergy_HSA=-11.3.